Dataset: Reaction yield outcomes from USPTO patents with 853,638 reactions. Task: Predict the reaction yield, written as a fraction of the theoretical maximum amount of product (1.0 means a 100% yield; for example, 0.34 means a 34% yield). (1) The reactants are C(OC([NH:8][CH2:9][CH2:10][CH2:11][CH2:12][O:13][C:14]1[C:15]([C:28]([O:30][CH3:31])=[O:29])=[C:16]([O:24]COC)[C:17]2[C:22]([CH:23]=1)=[CH:21][CH:20]=[CH:19][CH:18]=2)=O)(C)(C)C.Cl. The catalyst is O1CCOCC1. The product is [NH2:8][CH2:9][CH2:10][CH2:11][CH2:12][O:13][C:14]1[C:15]([C:28]([O:30][CH3:31])=[O:29])=[C:16]([OH:24])[C:17]2[C:22]([CH:23]=1)=[CH:21][CH:20]=[CH:19][CH:18]=2. The yield is 1.00. (2) The reactants are [F:1][C:2]1[CH:3]=[CH:4][C:5]([OH:11])=[C:6]([C:8](=[O:10])[CH3:9])[CH:7]=1.[CH2:12]([O:14]C(=O)OCC)C.CC(C)([O-])C.[K+]. The catalyst is O1CCCC1. The product is [F:1][C:2]1[CH:7]=[C:6]2[C:5](=[CH:4][CH:3]=1)[O:11][C:12](=[O:14])[CH:9]=[C:8]2[OH:10]. The yield is 0.780.